Dataset: Forward reaction prediction with 1.9M reactions from USPTO patents (1976-2016). Task: Predict the product of the given reaction. (1) Given the reactants Br.Br[CH:3]([C:5]1[O:6][C:7](=[O:22])[C:8]2[C:13]([C:14]=1[C:15]1[CH2:16][CH2:17][N:18]([CH3:21])[CH2:19][CH:20]=1)=[CH:12][CH:11]=[CH:10][CH:9]=2)[CH3:4].C([N:42]1[CH:50]=[N:49][C:48]2[C:43]1=[N:44][CH:45]=[N:46][C:47]=2[NH:51]C(=O)OC(C)(C)C)(C1C=CC=CC=1)(C1C=CC=CC=1)C1C=CC=CC=1.[H-].[Na+].C(O)(C(F)(F)F)=O.C(Cl)[Cl:69], predict the reaction product. The product is: [ClH:69].[N:46]1[C:47]([NH:51][CH:3]([C:5]2[O:6][C:7](=[O:22])[C:8]3[C:13]([C:14]=2[C:15]2[CH2:16][CH2:17][N:18]([CH3:21])[CH2:19][CH:20]=2)=[CH:12][CH:11]=[CH:10][CH:9]=3)[CH3:4])=[C:48]2[C:43]([NH:42][CH:50]=[N:49]2)=[N:44][CH:45]=1. (2) Given the reactants [S:1]1C2NC(C(O)=O)=CC=2C=C1.Br[C:13]1[C:17]2[NH:18][C:19]([C:21]([OH:23])=[O:22])=[CH:20][C:16]=2O[CH:14]=1.O1C2C=C(C(O)=O)NC=2C=C1.ClC1C2NC(C(O)=O)=CC=2OC=1, predict the reaction product. The product is: [S:1]1[C:16]2[CH:20]=[C:19]([C:21]([OH:23])=[O:22])[NH:18][C:17]=2[CH:13]=[CH:14]1. (3) Given the reactants [NH:1]1[C:9]2[C:4](=[CH:5][CH:6]=[CH:7][CH:8]=2)[C:3](/[CH:10]=[CH:11]/[C:12]2[CH:17]=[CH:16][CH:15]=[CH:14][C:13]=2[NH2:18])=[N:2]1.CO[CH:21]1[CH2:25][CH:24]([CH:26]=O)[CH:23](OC)[O:22]1.O, predict the reaction product. The product is: [NH:1]1[C:9]2[C:4](=[CH:5][CH:6]=[CH:7][CH:8]=2)[C:3](/[CH:10]=[CH:11]/[C:12]2[CH:17]=[CH:16][CH:15]=[CH:14][C:13]=2[N:18]2[CH:21]=[CH:25][C:24]([CH:23]=[O:22])=[CH:26]2)=[N:2]1. (4) Given the reactants [CH3:1][O:2][C:3]1[CH:8]=[CH:7][NH:6][C:5](=[O:9])[CH:4]=1.[C:10](=O)([O-])[O-].[K+].[K+].IC, predict the reaction product. The product is: [CH3:1][O:2][C:3]1[CH:8]=[CH:7][N:6]([CH3:10])[C:5](=[O:9])[CH:4]=1. (5) Given the reactants Cl.[C:2]1([CH:8]([C:10]([O:12][CH3:13])=[O:11])[NH2:9])[CH:7]=[CH:6][CH:5]=[CH:4][CH:3]=1.C(N(CC)CC)C.[C:21](O[C:21]([O:23][C:24]([CH3:27])([CH3:26])[CH3:25])=[O:22])([O:23][C:24]([CH3:27])([CH3:26])[CH3:25])=[O:22], predict the reaction product. The product is: [C:21]([NH:9][CH:8]([C:2]1[CH:7]=[CH:6][CH:5]=[CH:4][CH:3]=1)[C:10]([O:12][CH3:13])=[O:11])([O:23][C:24]([CH3:27])([CH3:26])[CH3:25])=[O:22].